From a dataset of Catalyst prediction with 721,799 reactions and 888 catalyst types from USPTO. Predict which catalyst facilitates the given reaction. (1) Reactant: [OH:1][C:2]1[CH:7]=[C:6]([OH:8])[CH:5]=[CH:4][C:3]=1[C:9](=O)[CH3:10].Cl.[NH2:13][OH:14].C([O-])(=O)C.[Na+]. Product: [OH:1][C:2]1[CH:7]=[C:6]([OH:8])[CH:5]=[CH:4][C:3]=1[C:9](=[N:13][OH:14])[CH3:10]. The catalyst class is: 40. (2) Reactant: [CH:1]1[CH:2]=[CH:3][C:4]2[NH:13][C:12]3[CH:11]=[N:10][CH:9]=[CH:8][C:7]=3[C:5]=2[CH:6]=1.Cl.[Cl:15]N1C(=O)CCC1=O.C([O-])([O-])=O.[K+].[K+]. Product: [Cl:15][C:2]1[CH:3]=[C:4]2[C:5]([C:7]3[CH:8]=[CH:9][N:10]=[CH:11][C:12]=3[NH:13]2)=[CH:6][CH:1]=1. The catalyst class is: 6. (3) Reactant: Cl[C:2]1[C:11]2[C:6](=[CH:7][CH:8]=[CH:9][CH:10]=2)[N:5]=[C:4]([CH:12]([N:14]2[CH2:19][CH2:18][N:17]([S:20]([C:23]3[CH:28]=[CH:27][C:26]([O:29][CH3:30])=[CH:25][CH:24]=3)(=[O:22])=[O:21])[CH2:16][CH2:15]2)[CH3:13])[N:3]=1.[CH3:31][OH:32]. Product: [CH3:31][O:32][C:2]1[C:11]2[C:6](=[CH:7][CH:8]=[CH:9][CH:10]=2)[N:5]=[C:4]([CH:12]([N:14]2[CH2:19][CH2:18][N:17]([S:20]([C:23]3[CH:28]=[CH:27][C:26]([O:29][CH3:30])=[CH:25][CH:24]=3)(=[O:22])=[O:21])[CH2:16][CH2:15]2)[CH3:13])[N:3]=1. The catalyst class is: 1. (4) Reactant: C([O:5][C:6]([CH2:8][N:9]1[CH2:14][CH2:13][CH:12]([C:15]2[CH:20]=[CH:19][CH:18]=[C:17]([Cl:21])[CH:16]=2)[C:11]2([C:29]3[C:24](=[CH:25][C:26]([Cl:30])=[CH:27][CH:28]=3)[N:23]=[CH:22]2)[CH:10]1[C:31]1[CH:36]=[CH:35][CH:34]=[C:33]([F:37])[CH:32]=1)=[O:7])(C)(C)C.C[O:39]C([Si](C)(C)C)C.FC(F)(F)C(O)=O. Product: [C:6]([CH2:8][N:9]1[CH2:14][CH2:13][CH:12]([C:15]2[CH:20]=[CH:19][CH:18]=[C:17]([Cl:21])[CH:16]=2)[C:11]2([C:29]3[C:24](=[CH:25][C:26]([Cl:30])=[CH:27][CH:28]=3)[NH:23][C:22]2=[O:39])[CH:10]1[C:31]1[CH:36]=[CH:35][CH:34]=[C:33]([F:37])[CH:32]=1)([OH:5])=[O:7]. The catalyst class is: 96. (5) Reactant: [CH3:1][N:2]1[C:6]2=[N:7][CH:8]=[CH:9][CH:10]=[C:5]2[N:4]=[C:3]1S(C)(=O)=O.[CH2:15]([N:17]1[C:25]2[C:20](=[N:21][CH:22]=[CH:23][C:24]=2[C:26]([F:29])([F:28])[F:27])[N:19]([C:30]2[CH:35]=[CH:34][C:33]([OH:36])=[CH:32][CH:31]=2)[C:18]1=[O:37])[CH3:16].[H-].[Na+].O. Product: [CH2:15]([N:17]1[C:25]2[C:20](=[N:21][CH:22]=[CH:23][C:24]=2[C:26]([F:27])([F:29])[F:28])[N:19]([C:30]2[CH:35]=[CH:34][C:33]([O:36][C:3]3[N:2]([CH3:1])[C:6]4=[N:7][CH:8]=[CH:9][CH:10]=[C:5]4[N:4]=3)=[CH:32][CH:31]=2)[C:18]1=[O:37])[CH3:16]. The catalyst class is: 3.